From a dataset of Forward reaction prediction with 1.9M reactions from USPTO patents (1976-2016). Predict the product of the given reaction. Given the reactants I[C:2]1[CH:3]=[C:4]([N:8]2[N:12]=[N:11][C:10]([C:13]3[CH:18]=[CH:17][CH:16]=[CH:15][N:14]=3)=[N:9]2)[CH:5]=[CH:6][CH:7]=1.[NH:19]1[CH:23]=[CH:22][N:21]=[CH:20]1.C(=O)([O-])[O-].[K+].[K+].NC1CCCCC1N.Cl.CCOCC, predict the reaction product. The product is: [N:19]1([C:2]2[CH:3]=[C:4]([N:8]3[N:12]=[N:11][C:10]([C:13]4[CH:18]=[CH:17][CH:16]=[CH:15][N:14]=4)=[N:9]3)[CH:5]=[CH:6][CH:7]=2)[CH:23]=[CH:22][N:21]=[CH:20]1.